From a dataset of Reaction yield outcomes from USPTO patents with 853,638 reactions. Predict the reaction yield, written as a fraction of the theoretical maximum amount of product (1.0 means a 100% yield; for example, 0.34 means a 34% yield). (1) The reactants are [CH3:1][O:2][C:3]1[CH:11]=[C:10]([CH3:12])[C:6]([C:7]([NH2:9])=[O:8])=[CH:5][N:4]=1.CO[CH:15](OC)[N:16]([CH3:18])[CH3:17]. No catalyst specified. The product is [CH3:15][N:16]([CH:18]=[N:9][C:7](=[O:8])[C:6]1[C:10]([CH3:12])=[CH:11][C:3]([O:2][CH3:1])=[N:4][CH:5]=1)[CH3:17]. The yield is 0.870. (2) The reactants are [OH:1][C:2]([C:8]1[CH:13]=[CH:12][C:11]([O:14][C:15]2[CH:20]=[CH:19][CH:18]=[CH:17][CH:16]=2)=[CH:10][CH:9]=1)=[C:3]([C:6]#[N:7])[C:4]#[N:5].[CH:21](OC)(OC)OC. No catalyst specified. The product is [CH3:21][O:1][C:2]([C:8]1[CH:13]=[CH:12][C:11]([O:14][C:15]2[CH:20]=[CH:19][CH:18]=[CH:17][CH:16]=2)=[CH:10][CH:9]=1)=[C:3]([C:4]#[N:5])[C:6]#[N:7]. The yield is 0.475. (3) The yield is 0.820. The reactants are [Br:1][C:2]1[CH:3]=[CH:4][C:5]([OH:19])=[C:6]([C:8](=[O:18])[CH:9]=[CH:10][C:11]2[CH:16]=[CH:15][CH:14]=[C:13]([Cl:17])[CH:12]=2)[CH:7]=1.[OH-].[Na+]. The catalyst is O.CCO.CCOC(C)=O. The product is [Br:1][C:2]1[CH:7]=[C:6]2[C:5](=[CH:4][CH:3]=1)[O:19][CH:10]([C:11]1[CH:16]=[CH:15][CH:14]=[C:13]([Cl:17])[CH:12]=1)[CH2:9][C:8]2=[O:18]. (4) The reactants are [CH3:1][N:2]([CH3:19])[CH2:3][CH2:4][N:5]1[CH2:10][CH2:9][N:8]([C:11]2[CH:18]=[CH:17][C:14]([CH:15]=O)=[CH:13][CH:12]=2)[CH2:7][CH2:6]1.[NH2:20][C:21]1[N:22]=[N:23][C:24]([CH3:27])=[CH:25][CH:26]=1.C([O:30][C:31](=O)[C:32]([OH:43])=[CH:33][C:34](=[O:42])[C:35]1[CH:40]=[CH:39][C:38]([CH3:41])=[CH:37][CH:36]=1)C. No catalyst specified. The product is [CH3:1][N:2]([CH3:19])[CH2:3][CH2:4][N:5]1[CH2:10][CH2:9][N:8]([C:11]2[CH:18]=[CH:17][C:14]([CH:15]3[N:20]([C:21]4[N:22]=[N:23][C:24]([CH3:27])=[CH:25][CH:26]=4)[C:31](=[O:30])[C:32]([OH:43])=[C:33]3[C:34](=[O:42])[C:35]3[CH:36]=[CH:37][C:38]([CH3:41])=[CH:39][CH:40]=3)=[CH:13][CH:12]=2)[CH2:7][CH2:6]1. The yield is 0.0700. (5) The reactants are [C:1]([O:4][C:5]1[CH:10]=[CH:9][C:8](Br)=[CH:7][C:6]=1[CH3:12])(=[O:3])[CH3:2].O.C[C:15]([N:17](C)C)=O. The catalyst is [C-]#N.[Zn+2].[C-]#N.C1C=CC([P]([Pd]([P](C2C=CC=CC=2)(C2C=CC=CC=2)C2C=CC=CC=2)([P](C2C=CC=CC=2)(C2C=CC=CC=2)C2C=CC=CC=2)[P](C2C=CC=CC=2)(C2C=CC=CC=2)C2C=CC=CC=2)(C2C=CC=CC=2)C2C=CC=CC=2)=CC=1. The product is [C:1]([O:4][C:5]1[CH:10]=[CH:9][C:8]([C:15]#[N:17])=[CH:7][C:6]=1[CH3:12])(=[O:3])[CH3:2]. The yield is 0.990. (6) The reactants are C[O:2][C:3]([C:5]1[C:6]([C:13]2[C:18]([Cl:19])=[CH:17][CH:16]=[CH:15][C:14]=2[Cl:20])=[N:7][O:8][C:9]=1[CH:10]1[CH2:12][CH2:11]1)=O.CC(C[AlH]CC(C)C)C. The catalyst is C1COCC1.C1(C)C=CC=CC=1. The product is [CH:10]1([C:9]2[O:8][N:7]=[C:6]([C:13]3[C:14]([Cl:20])=[CH:15][CH:16]=[CH:17][C:18]=3[Cl:19])[C:5]=2[CH2:3][OH:2])[CH2:12][CH2:11]1. The yield is 0.930.